This data is from Peptide-MHC class I binding affinity with 185,985 pairs from IEDB/IMGT. The task is: Regression. Given a peptide amino acid sequence and an MHC pseudo amino acid sequence, predict their binding affinity value. This is MHC class I binding data. (1) The peptide sequence is DTMRIYCSL. The MHC is HLA-A02:02 with pseudo-sequence HLA-A02:02. The binding affinity (normalized) is 0.198. (2) The peptide sequence is LWATLLSLTF. The MHC is HLA-A24:02 with pseudo-sequence HLA-A24:02. The binding affinity (normalized) is 0.513. (3) The peptide sequence is KRINSLIKY. The MHC is HLA-A11:01 with pseudo-sequence HLA-A11:01. The binding affinity (normalized) is 0.0847. (4) The peptide sequence is LMMILPAAL. The MHC is HLA-B15:01 with pseudo-sequence HLA-B15:01. The binding affinity (normalized) is 0.759. (5) The peptide sequence is VLEKKVCAI. The binding affinity (normalized) is 0.00889. The MHC is HLA-A68:02 with pseudo-sequence HLA-A68:02. (6) The peptide sequence is VSHFYFGAY. The MHC is HLA-A68:02 with pseudo-sequence HLA-A68:02. The binding affinity (normalized) is 0. (7) The peptide sequence is GQQRSTLERTSKASL. The MHC is HLA-A02:01 with pseudo-sequence HLA-A02:01. The binding affinity (normalized) is 0. (8) The peptide sequence is RVTAILSSL. The MHC is Patr-B0101 with pseudo-sequence Patr-B0101. The binding affinity (normalized) is 0.603. (9) The peptide sequence is KPARGGSSI. The MHC is HLA-A02:06 with pseudo-sequence HLA-A02:06. The binding affinity (normalized) is 0.0847. (10) The MHC is HLA-A33:01 with pseudo-sequence HLA-A33:01. The binding affinity (normalized) is 0. The peptide sequence is AMENLKAMLY.